The task is: Regression. Given a peptide amino acid sequence and an MHC pseudo amino acid sequence, predict their binding affinity value. This is MHC class II binding data.. This data is from Peptide-MHC class II binding affinity with 134,281 pairs from IEDB. (1) The peptide sequence is RVWITNNPHMQDKTM. The MHC is DRB1_0701 with pseudo-sequence DRB1_0701. The binding affinity (normalized) is 0.571. (2) The peptide sequence is DEFFECFKYLLIQGH. The MHC is DRB1_0701 with pseudo-sequence DRB1_0701. The binding affinity (normalized) is 0.588. (3) The MHC is DRB1_1602 with pseudo-sequence DRB1_1602. The binding affinity (normalized) is 1.00. The peptide sequence is YDKFLATVSTVLTGK. (4) The peptide sequence is SVGKGIHTVFGSAFQ. The MHC is DRB1_1101 with pseudo-sequence DRB1_1101. The binding affinity (normalized) is 0.496. (5) The binding affinity (normalized) is 0.424. The peptide sequence is MPVDPDNEAYEMPSE. The MHC is HLA-DQA10401-DQB10402 with pseudo-sequence HLA-DQA10401-DQB10402.